The task is: Predict which catalyst facilitates the given reaction.. This data is from Catalyst prediction with 721,799 reactions and 888 catalyst types from USPTO. (1) Reactant: [CH:1]1([C:6]([NH:8][NH:9][C:10](=O)[C:11]2[CH:16]=[CH:15][C:14]([C:17]#[C:18][C:19]3[CH:24]=[CH:23][CH:22]=[C:21]([F:25])[CH:20]=3)=[CH:13][CH:12]=2)=[O:7])[CH2:5][CH2:4][CH2:3][CH2:2]1. Product: [CH:1]1([C:6]2[O:7][C:10]([C:11]3[CH:12]=[CH:13][C:14]([C:17]#[C:18][C:19]4[CH:24]=[CH:23][CH:22]=[C:21]([F:25])[CH:20]=4)=[CH:15][CH:16]=3)=[N:9][N:8]=2)[CH2:5][CH2:4][CH2:3][CH2:2]1. The catalyst class is: 286. (2) Reactant: [CH:1]1[C:10]2[C:5](=[CH:6][CH:7]=[CH:8][CH:9]=2)[CH:4]=[CH:3][C:2]=1[C:11]([NH:13][C:14]1[CH:35]=[CH:34][C:17]([CH2:18][N:19]2[C:27]3[C:22](=[CH:23][CH:24]=[CH:25][CH:26]=3)[C:21]([CH2:28][C:29]([O:31]C)=[O:30])=[C:20]2[CH3:33])=[CH:16][CH:15]=1)=[O:12].O.[OH-].[Li+].O1CCCC1. Product: [CH:1]1[C:10]2[C:5](=[CH:6][CH:7]=[CH:8][CH:9]=2)[CH:4]=[CH:3][C:2]=1[C:11]([NH:13][C:14]1[CH:15]=[CH:16][C:17]([CH2:18][N:19]2[C:27]3[C:22](=[CH:23][CH:24]=[CH:25][CH:26]=3)[C:21]([CH2:28][C:29]([OH:31])=[O:30])=[C:20]2[CH3:33])=[CH:34][CH:35]=1)=[O:12]. The catalyst class is: 6. (3) Reactant: C([N:8]1[CH2:15][CH2:14][C:10]2([CH2:13][NH:12][CH2:11]2)[CH2:9]1)C1C=CC=CC=1.[CH3:16][C:17]([O:20][C:21](O[C:21]([O:20][C:17]([CH3:19])([CH3:18])[CH3:16])=[O:22])=[O:22])([CH3:19])[CH3:18]. Product: [C:17]([O:20][C:21]([N:12]1[CH2:11][C:10]2([CH2:14][CH2:15][NH:8][CH2:9]2)[CH2:13]1)=[O:22])([CH3:19])([CH3:18])[CH3:16]. The catalyst class is: 45. (4) Reactant: [CH2:1]([C:3]1[CH:8]=[CH:7][C:6]([C:9]2[C:17]3[C:12](=[N:13][CH:14]=[CH:15][C:16]=3[NH:18][CH2:19][C:20]([CH3:33])([CH3:32])[CH2:21][O:22][CH2:23][CH2:24][C:25]([O:27]C(C)(C)C)=[O:26])[O:11][C:10]=2[C:34]2[CH:39]=[CH:38][CH:37]=[CH:36][CH:35]=2)=[CH:5][CH:4]=1)[CH3:2].FC(F)(F)C(O)=O. Product: [CH2:1]([C:3]1[CH:4]=[CH:5][C:6]([C:9]2[C:17]3[C:12](=[N:13][CH:14]=[CH:15][C:16]=3[NH:18][CH2:19][C:20]([CH3:33])([CH3:32])[CH2:21][O:22][CH2:23][CH2:24][C:25]([OH:27])=[O:26])[O:11][C:10]=2[C:34]2[CH:35]=[CH:36][CH:37]=[CH:38][CH:39]=2)=[CH:7][CH:8]=1)[CH3:2]. The catalyst class is: 4.